From a dataset of Full USPTO retrosynthesis dataset with 1.9M reactions from patents (1976-2016). Predict the reactants needed to synthesize the given product. (1) Given the product [CH3:12][O:13][CH2:14][CH2:15][CH2:16][O:17][S:8]([C:5]1[CH:6]=[CH:7][C:2]([CH3:1])=[CH:3][CH:4]=1)(=[O:10])=[O:9], predict the reactants needed to synthesize it. The reactants are: [CH3:1][C:2]1[CH:7]=[CH:6][C:5]([S:8](Cl)(=[O:10])=[O:9])=[CH:4][CH:3]=1.[CH3:12][O:13][CH2:14][CH2:15][CH2:16][OH:17].N1C=CC=CC=1. (2) Given the product [ClH:21].[CH3:1][N:2]1[C:10]2[C:5](=[CH:6][CH:7]=[CH:8][CH:9]=2)[C:4]([NH:11][C:22]([CH:23]2[CH2:16][CH2:15][N:14]([CH2:17][CH2:18][C:5]3[CH:10]=[CH:9][CH:8]=[CH:7][CH:6]=3)[CH2:12][CH2:13]2)=[O:24])=[N:3]1, predict the reactants needed to synthesize it. The reactants are: [CH3:1][N:2]1[C:10]2[C:5](=[CH:6][CH:7]=[CH:8][CH:9]=2)[C:4]([NH2:11])=[N:3]1.[CH2:12]([N:14]([CH2:17][CH3:18])[CH2:15][CH3:16])[CH3:13].[OH-].[Na+].[ClH:21].[CH2:22]([OH:24])[CH3:23].